Task: Predict the product of the given reaction.. Dataset: Forward reaction prediction with 1.9M reactions from USPTO patents (1976-2016) (1) The product is: [CH2:35]([O:37][C:38]([C:39]1[CH:11]([C:10]2[C:4]3[S:3][C:2](=[O:1])[NH:6][C:5]=3[CH:7]=[CH:8][CH:9]=2)[C:25]2[C:24](=[O:29])[CH2:23][CH:22]([C:15]3[C:16]([CH3:21])=[CH:17][C:18]([CH3:20])=[CH:19][C:14]=3[CH3:13])[CH2:27][C:26]=2[NH:58][C:40]=1[CH2:41][O:42][C:43]([CH3:46])([CH3:45])[CH3:44])=[O:48])[CH3:36]. Given the reactants [O:1]=[C:2]1[NH:6][C:5]2[CH:7]=[CH:8][CH:9]=[C:10]([CH:11]=O)[C:4]=2[S:3]1.[CH3:13][C:14]1[CH:19]=[C:18]([CH3:20])[CH:17]=[C:16]([CH3:21])[C:15]=1[CH:22]1[CH2:27][C:26](=O)[CH2:25][C:24](=[O:29])[CH2:23]1.C([O-])(=O)C.[NH4+].[CH2:35]([O:37][C:38](=[O:48])[CH2:39][C:40](=O)[CH2:41][O:42][C:43]([CH3:46])([CH3:45])[CH3:44])[CH3:36].F[B-](F)(F)F.C([N+:58]1C=CN(C)C=1)CCC, predict the reaction product. (2) Given the reactants [Si:1]([O:8][CH2:9][C@@H:10]1[C@H:14]2[O:15][C:16]([CH3:19])([CH3:18])[O:17][C@H:13]2[C@@H:12]([OH:20])[C:11]1=[CH2:21])([C:4]([CH3:7])([CH3:6])[CH3:5])([CH3:3])[CH3:2].[CH2:22]([Zn]CC)C.ICI, predict the reaction product. The product is: [Si:1]([O:8][CH2:9][C@H:10]1[C:11]2([CH2:22][CH2:21]2)[C@H:12]([OH:20])[C@@H:13]2[O:17][C:16]([CH3:19])([CH3:18])[O:15][C@H:14]12)([C:4]([CH3:7])([CH3:6])[CH3:5])([CH3:2])[CH3:3]. (3) Given the reactants [Br:1][C:2]1[CH:3]=[C:4]([Cl:8])[CH:5]=[CH:6][CH:7]=1.C([O-])(O)=[O:10].[Na+].OOS([O-])=O.[K+], predict the reaction product. The product is: [Br:1][C:2]1[CH:7]=[C:6]([OH:10])[CH:5]=[C:4]([Cl:8])[CH:3]=1. (4) Given the reactants [N+:1]([C:4]1[CH:8]=[C:7]([C:9]([O:11][CH3:12])=[O:10])[NH:6][N:5]=1)([O-])=O.[H][H], predict the reaction product. The product is: [NH2:1][C:4]1[CH:8]=[C:7]([C:9]([O:11][CH3:12])=[O:10])[NH:6][N:5]=1.